Dataset: Reaction yield outcomes from USPTO patents with 853,638 reactions. Task: Predict the reaction yield, written as a fraction of the theoretical maximum amount of product (1.0 means a 100% yield; for example, 0.34 means a 34% yield). The reactants are [OH:1][C:2]1[CH:7]=[CH:6][C:5]([CH2:8][CH:9]2[S:13][C:12](=[O:14])[NH:11][C:10]2=[O:15])=[CH:4][CH:3]=1.Cl[CH2:17][C:18]1[CH:19]=[C:20]([C:24]2[CH:29]=[CH:28][CH:27]=[CH:26][CH:25]=2)[CH:21]=[CH:22][CH:23]=1.[H-].[Na+].O. The catalyst is CS(C)=O. The product is [C:20]1([C:24]2[CH:25]=[CH:26][CH:27]=[CH:28][CH:29]=2)[CH:21]=[CH:22][CH:23]=[C:18]([CH2:17][O:1][C:2]2[CH:3]=[CH:4][C:5]([CH2:8][CH:9]3[S:13][C:12](=[O:14])[NH:11][C:10]3=[O:15])=[CH:6][CH:7]=2)[CH:19]=1. The yield is 0.960.